Task: Regression. Given a peptide amino acid sequence and an MHC pseudo amino acid sequence, predict their binding affinity value. This is MHC class II binding data.. Dataset: Peptide-MHC class II binding affinity with 134,281 pairs from IEDB (1) The peptide sequence is FRELVRNCDLPVWLS. The MHC is HLA-DQA10102-DQB10501 with pseudo-sequence HLA-DQA10102-DQB10501. The binding affinity (normalized) is 0.820. (2) The peptide sequence is CCRCGARGPESRLL. The MHC is DRB4_0101 with pseudo-sequence DRB4_0103. The binding affinity (normalized) is 0.